From a dataset of NCI-60 drug combinations with 297,098 pairs across 59 cell lines. Regression. Given two drug SMILES strings and cell line genomic features, predict the synergy score measuring deviation from expected non-interaction effect. (1) Drug 1: CC12CCC(CC1=CCC3C2CCC4(C3CC=C4C5=CN=CC=C5)C)O. Drug 2: CC1=C(C(CCC1)(C)C)C=CC(=CC=CC(=CC(=O)O)C)C. Cell line: MALME-3M. Synergy scores: CSS=36.3, Synergy_ZIP=1.49, Synergy_Bliss=2.14, Synergy_Loewe=-3.63, Synergy_HSA=3.38. (2) Drug 1: CC1=C2C(C(=O)C3(C(CC4C(C3C(C(C2(C)C)(CC1OC(=O)C(C(C5=CC=CC=C5)NC(=O)OC(C)(C)C)O)O)OC(=O)C6=CC=CC=C6)(CO4)OC(=O)C)OC)C)OC. Drug 2: CCC1(CC2CC(C3=C(CCN(C2)C1)C4=CC=CC=C4N3)(C5=C(C=C6C(=C5)C78CCN9C7C(C=CC9)(C(C(C8N6C)(C(=O)OC)O)OC(=O)C)CC)OC)C(=O)OC)O.OS(=O)(=O)O. Cell line: SF-295. Synergy scores: CSS=60.1, Synergy_ZIP=6.08, Synergy_Bliss=4.72, Synergy_Loewe=4.21, Synergy_HSA=10.2. (3) Drug 1: C1=CC(=C2C(=C1NCCNCCO)C(=O)C3=C(C=CC(=C3C2=O)O)O)NCCNCCO. Drug 2: CC(C1=C(C=CC(=C1Cl)F)Cl)OC2=C(N=CC(=C2)C3=CN(N=C3)C4CCNCC4)N. Cell line: SW-620. Synergy scores: CSS=53.2, Synergy_ZIP=7.15, Synergy_Bliss=5.90, Synergy_Loewe=0.260, Synergy_HSA=7.56. (4) Drug 1: C#CCC(CC1=CN=C2C(=N1)C(=NC(=N2)N)N)C3=CC=C(C=C3)C(=O)NC(CCC(=O)O)C(=O)O. Drug 2: N.N.Cl[Pt+2]Cl. Cell line: TK-10. Synergy scores: CSS=6.68, Synergy_ZIP=-4.01, Synergy_Bliss=-0.814, Synergy_Loewe=-4.36, Synergy_HSA=-3.24. (5) Drug 1: CC(CN1CC(=O)NC(=O)C1)N2CC(=O)NC(=O)C2. Drug 2: CC1=CC2C(CCC3(C2CCC3(C(=O)C)OC(=O)C)C)C4(C1=CC(=O)CC4)C. Cell line: HT29. Synergy scores: CSS=35.1, Synergy_ZIP=-2.53, Synergy_Bliss=-0.196, Synergy_Loewe=-6.77, Synergy_HSA=-0.687. (6) Synergy scores: CSS=33.2, Synergy_ZIP=1.84, Synergy_Bliss=7.62, Synergy_Loewe=5.13, Synergy_HSA=6.66. Drug 1: C1CCC(CC1)NC(=O)N(CCCl)N=O. Cell line: SF-268. Drug 2: CN(CCCl)CCCl.Cl.